This data is from Blood-brain barrier permeability regression values from the B3DB database. The task is: Regression/Classification. Given a drug SMILES string, predict its absorption, distribution, metabolism, or excretion properties. Task type varies by dataset: regression for continuous measurements (e.g., permeability, clearance, half-life) or binary classification for categorical outcomes (e.g., BBB penetration, CYP inhibition). For this dataset (b3db_regression), we predict Y. (1) The compound is C1CCN(CC1)CC2=CC(=CC=C2)OCCCNC3=CC=CC=N3. The Y is 0.690 log(BB ratio). (2) The molecule is CN1C=NC2C1C(=O)N(C(=O)N2C)C. The Y is -0.0600 log(BB ratio). (3) The compound is C(=C\Cl)\Cl. The Y is -0.130 log(BB ratio). (4) The molecule is CCNC1=C(N=CC=C1)N2CCN(CC2)C(=O)C3=CC4=C(N3)C=CC(=C4)OC. The Y is -0.0100 log(BB ratio). (5) The Y is 0.0400 log(BB ratio). The drug is CCC(C)CO. (6) The compound is C[C@@H]1CC(=CC(=O)[C@H]1C(=O)OC)NC2=CC(=CC=C2)[N+](=O)[O-]. The Y is -1.00 log(BB ratio). (7) The compound is CC1=NN=C2N1C3=C(C=C(C=C3)Cl)C(=NC2)C4=CC=CC=C4Cl. The Y is 0.700 log(BB ratio).